This data is from Full USPTO retrosynthesis dataset with 1.9M reactions from patents (1976-2016). The task is: Predict the reactants needed to synthesize the given product. (1) Given the product [NH2:11][C@H:7]([C:8]([OH:10])=[O:9])[CH2:6][CH2:5][C:3]([NH:28][CH2:26][CH3:27])=[O:4], predict the reactants needed to synthesize it. The reactants are: CO[C:3]([CH2:5][CH2:6][C@H:7]([NH2:11])[C:8]([OH:10])=[O:9])=[O:4].C(CC(=O)C)(=O)C.S([O-])([O-])(=O)=O.[Na+].[Na+].[CH2:26]([NH2:28])[CH3:27]. (2) Given the product [Cl:26][C:23]1[CH:24]=[CH:25][C:20]([CH2:19][N:17]([CH3:18])[C:14]2[CH:13]=[CH:12][C:11]([S:9]([CH2:8][CH2:7][CH2:6][CH2:5][CH2:4][C:3]([OH:27])=[O:2])=[O:10])=[CH:16][CH:15]=2)=[CH:21][CH:22]=1, predict the reactants needed to synthesize it. The reactants are: C[O:2][C:3](=[O:27])[CH2:4][CH2:5][CH2:6][CH2:7][CH2:8][S:9]([C:11]1[CH:16]=[CH:15][C:14]([N:17]([CH2:19][C:20]2[CH:25]=[CH:24][C:23]([Cl:26])=[CH:22][CH:21]=2)[CH3:18])=[CH:13][CH:12]=1)=[O:10].NO.[OH-].[K+].CO. (3) Given the product [N:29]1([C:28]2[CH:31]=[CH:38][C:25]([N:22]3[CH2:21][CH2:20][O:19][CH2:24][CH2:23]3)=[CH:26][C:27]=2[NH:33][C:2]2[C:11]3[C:6](=[CH:7][N:8]=[CH:9][CH:10]=3)[N:5]=[C:4]([C:12]3[CH:17]=[CH:16][CH:15]=[CH:14][N:13]=3)[C:3]=2[CH3:18])[CH2:30][CH2:74][O:76][CH2:70][CH2:72]1, predict the reactants needed to synthesize it. The reactants are: Cl[C:2]1[C:11]2[C:6](=[CH:7][N:8]=[CH:9][CH:10]=2)[N:5]=[C:4]([C:12]2[CH:17]=[CH:16][CH:15]=[CH:14][N:13]=2)[C:3]=1[CH3:18].[O:19]1[CH2:24][CH2:23][N:22]([C:25]2[CH:26]=[C:27]3[NH:33]C[C:31]4([CH2:38]COCC4)[C:28]3=[N:29][CH:30]=2)[CH2:21][CH2:20]1.CC(C1C=C(C(C)C)C(C2C=CC=CC=2P(C2CCCCC2)C2CCCCC2)=C([CH:70]([CH3:72])C)C=1)C.C[C:74](C)([O-:76])C.[Na+]. (4) The reactants are: [Cl:1][C:2]1[C:3]([C:28]([F:31])([F:30])[F:29])=[N:4][N:5]([CH2:8][C:9]([N:11]2[CH2:16][CH2:15][C:14]([C:21]3[CH:26]=[CH:25][C:24]([Cl:27])=[CH:23][CH:22]=3)([C:17](NO)=[NH:18])[CH2:13][CH2:12]2)=[O:10])[C:6]=1[CH3:7].CC1(C)C2(CS(O)(=O)=O)C(CC1CC2)=[O:39].C[C@H](NC([C@H]1N(C([C@@H](NC([C@@H](N)CC2C=CC(O)=CC=2)=O)CC(O)=O)=O)CCC1)=O)C(N1[C@H](C(N2[C@H](C(N3[C@H](C(N4[C@H](C(N5[C@H](C(N6[C@H](C(O)=O)CCC6)=O)CCC5)=O)CCC4)=O)CCC3)=O)CCC2)=O)CCC1)=O. Given the product [Cl:1][C:2]1[C:3]([C:28]([F:31])([F:30])[F:29])=[N:4][N:5]([CH2:8][C:9]([N:11]2[CH2:16][CH2:15][C:14]([C:21]3[CH:26]=[CH:25][C:24]([Cl:27])=[CH:23][CH:22]=3)([C:17]([NH2:18])=[O:39])[CH2:13][CH2:12]2)=[O:10])[C:6]=1[CH3:7], predict the reactants needed to synthesize it.